This data is from Peptide-MHC class I binding affinity with 185,985 pairs from IEDB/IMGT. The task is: Regression. Given a peptide amino acid sequence and an MHC pseudo amino acid sequence, predict their binding affinity value. This is MHC class I binding data. (1) The peptide sequence is ALILAYSNK. The binding affinity (normalized) is 0.641. The MHC is HLA-A03:01 with pseudo-sequence HLA-A03:01. (2) The peptide sequence is SLLWLGAGV. The MHC is HLA-A02:01 with pseudo-sequence HLA-A02:01. The binding affinity (normalized) is 0.631.